This data is from Full USPTO retrosynthesis dataset with 1.9M reactions from patents (1976-2016). The task is: Predict the reactants needed to synthesize the given product. (1) Given the product [CH3:46][O:45][N:44]=[C:37]([C:38]1[CH:43]=[CH:42][CH:41]=[CH:40][CH:39]=1)[CH2:36][O:35][C:32]1[CH:31]=[CH:30][C:29]([CH2:28][C:23]2[CH:22]=[C:21]([C@@:9]34[O:20][C@@:6]([CH2:47][OH:48])([CH2:7][O:8]3)[C@@H:5]([OH:4])[C@H:11]([OH:12])[C@H:10]4[OH:16])[CH:26]=[CH:25][C:24]=2[Cl:27])=[CH:34][CH:33]=1, predict the reactants needed to synthesize it. The reactants are: C([O:4][C@H:5]1[C@H:11]([O:12]C(=O)C)[C@@H:10]([O:16]C(=O)C)[C@:9]2([C:21]3[CH:26]=[CH:25][C:24]([Cl:27])=[C:23]([CH2:28][C:29]4[CH:34]=[CH:33][C:32]([O:35][CH2:36][C:37](=[N:44][O:45][CH3:46])[C:38]5[CH:43]=[CH:42][CH:41]=[CH:40][CH:39]=5)=[CH:31][CH:30]=4)[CH:22]=3)[O:20][C@@:6]1([CH2:47][O:48]C(=O)C)[CH2:7][O:8]2)(=O)C.C1COCC1.O.O[Li].O. (2) Given the product [CH3:16][C:6]1[CH:5]=[C:4]([C:17]2[CH:22]=[CH:21][CH:20]=[C:19]([CH2:23][O:24][C:25]3[CH:26]=[CH:27][C:28]([C:31]4([CH2:35][C:36]([OH:38])=[O:37])[CH2:32][O:33][CH2:34]4)=[CH:29][CH:30]=3)[CH:18]=2)[CH:3]=[C:2]([CH3:1])[C:7]=1[O:8][CH2:9][CH2:10][CH2:11][S:12]([CH3:15])(=[O:13])=[O:14], predict the reactants needed to synthesize it. The reactants are: [CH3:1][C:2]1[CH:3]=[C:4]([C:17]2[CH:22]=[CH:21][CH:20]=[C:19]([CH2:23][O:24][C:25]3[CH:30]=[CH:29][C:28]([C:31]4([CH2:35][C:36]([O:38]CC)=[O:37])[CH2:34][O:33][CH2:32]4)=[CH:27][CH:26]=3)[CH:18]=2)[CH:5]=[C:6]([CH3:16])[C:7]=1[O:8][CH2:9][CH2:10][CH2:11][S:12]([CH3:15])(=[O:14])=[O:13].